Dataset: Catalyst prediction with 721,799 reactions and 888 catalyst types from USPTO. Task: Predict which catalyst facilitates the given reaction. (1) Reactant: [F:1][C:2]1[CH:7]=[CH:6][CH:5]=[C:4]([F:8])[C:3]=1[C:9]1[CH:14]=[C:13]([CH3:15])[C:12]([NH2:16])=[C:11]([NH2:17])[CH:10]=1.[O:18]1[C:22]2([CH2:27][CH2:26][CH2:25][CH2:24][CH2:23]2)[CH2:21][C:20]([CH:28]=O)=[N:19]1.O. Product: [CH3:15][C:13]1[C:12]2[NH:16][C:28]([C:20]3[CH2:21][C:22]4([CH2:23][CH2:24][CH2:25][CH2:26][CH2:27]4)[O:18][N:19]=3)=[N:17][C:11]=2[CH:10]=[C:9]([C:3]2[C:2]([F:1])=[CH:7][CH:6]=[CH:5][C:4]=2[F:8])[CH:14]=1. The catalyst class is: 3. (2) Reactant: [Cl:1][C:2]1[CH:3]=[C:4]([CH:9]2[CH2:14][CH2:13][CH2:12][CH2:11][C:10]2=[O:15])[CH:5]=[C:6]([Cl:8])[CH:7]=1.[Br:16]Br. Product: [Br:16][CH:11]1[CH2:12][CH2:13][CH2:14][CH:9]([C:4]2[CH:3]=[C:2]([Cl:1])[CH:7]=[C:6]([Cl:8])[CH:5]=2)[C:10]1=[O:15]. The catalyst class is: 22.